Dataset: Reaction yield outcomes from USPTO patents with 853,638 reactions. Task: Predict the reaction yield, written as a fraction of the theoretical maximum amount of product (1.0 means a 100% yield; for example, 0.34 means a 34% yield). (1) The reactants are [CH3:1][N:2]([CH3:6])[CH2:3][CH2:4][NH2:5].[Cl:7][C:8]1[S:12][C:11]([S:13](Cl)(=[O:15])=[O:14])=[CH:10][C:9]=1[N+:17]([O-:19])=[O:18].C(N(CC)CC)C. The catalyst is O1CCOCC1. The product is [CH3:1][N:2]([CH3:6])[CH2:3][CH2:4][NH:5][S:13]([C:11]1[S:12][C:8]([Cl:7])=[C:9]([N+:17]([O-:19])=[O:18])[CH:10]=1)(=[O:15])=[O:14]. The yield is 0.480. (2) The reactants are [N:1]1[C:9]2[C:4](=[N:5][CH:6]=[CH:7][CH:8]=2)[N:3]([CH2:10][C:11]2[CH:27]=[CH:26][C:14]3[N:15]=[C:16]([NH:18][C@@H:19]4[CH2:24][CH2:23][CH2:22][CH2:21][C@H:20]4[OH:25])[S:17][C:13]=3[CH:12]=2)[CH:2]=1.CC(OI1(OC(C)=O)(OC(C)=O)OC(=O)C2C=CC=CC1=2)=O. The catalyst is C(Cl)Cl.CC#N.CC(N(C)C)=O. The product is [N:1]1[C:9]2[C:4](=[N:5][CH:6]=[CH:7][CH:8]=2)[N:3]([CH2:10][C:11]2[CH:27]=[CH:26][C:14]3[N:15]=[C:16]([NH:18][C@@H:19]4[CH2:24][CH2:23][CH2:22][CH2:21][C:20]4=[O:25])[S:17][C:13]=3[CH:12]=2)[CH:2]=1. The yield is 0.800. (3) The reactants are Cl[C:2]1[C:7]([Cl:8])=[CH:6][C:5]([CH2:9][O:10][Si:11]([C:14]([CH3:17])([CH3:16])[CH3:15])([CH3:13])[CH3:12])=[CH:4][N:3]=1.C([O-])([O-])=O.[K+].[K+].O1CCO[CH2:26][CH2:25]1. The catalyst is O.C1C=CC([P]([Pd]([P](C2C=CC=CC=2)(C2C=CC=CC=2)C2C=CC=CC=2)([P](C2C=CC=CC=2)(C2C=CC=CC=2)C2C=CC=CC=2)[P](C2C=CC=CC=2)(C2C=CC=CC=2)C2C=CC=CC=2)(C2C=CC=CC=2)C2C=CC=CC=2)=CC=1. The product is [Cl:8][C:7]1[C:2]([CH:25]=[CH2:26])=[N:3][CH:4]=[C:5]([CH2:9][O:10][Si:11]([C:14]([CH3:17])([CH3:16])[CH3:15])([CH3:13])[CH3:12])[CH:6]=1. The yield is 0.490. (4) The reactants are [C:1]1([C:7]([C:19]2[CH:24]=[CH:23][CH:22]=[CH:21][CH:20]=2)([CH3:18])[C:8]([NH:10][CH2:11][CH2:12][C:13]2[S:14][CH:15]=[CH:16][CH:17]=2)=[O:9])[CH:6]=[CH:5][CH:4]=[CH:3][CH:2]=1.[H-].[Na+].I[CH3:28]. The catalyst is CN(C=O)C.O. The product is [CH3:28][N:10]([CH2:11][CH2:12][C:13]1[S:14][CH:15]=[CH:16][CH:17]=1)[C:8](=[O:9])[C:7]([C:1]1[CH:2]=[CH:3][CH:4]=[CH:5][CH:6]=1)([C:19]1[CH:20]=[CH:21][CH:22]=[CH:23][CH:24]=1)[CH3:18]. The yield is 0.860. (5) The reactants are C[O:2][C:3]([C:5]1[S:6][C:7]([C:27]#[C:28][C:29]([CH3:32])([CH3:31])[CH3:30])=[CH:8][C:9]=1[N:10]([C:18]([C@H:20]1[CH2:25][CH2:24][C@H:23]([CH3:26])[CH2:22][CH2:21]1)=[O:19])[CH2:11][C:12]1[CH:13]=[N:14][CH:15]=[CH:16][CH:17]=1)=[O:4].C1COCC1.[OH-].[Li+].Cl. The catalyst is O.CO. The product is [CH3:30][C:29]([CH3:31])([CH3:32])[C:28]#[C:27][C:7]1[S:6][C:5]([C:3]([OH:4])=[O:2])=[C:9]([N:10]([C:18]([C@H:20]2[CH2:25][CH2:24][C@H:23]([CH3:26])[CH2:22][CH2:21]2)=[O:19])[CH2:11][C:12]2[CH:13]=[N:14][CH:15]=[CH:16][CH:17]=2)[CH:8]=1. The yield is 0.250. (6) The reactants are CC(C)([O-:4])C.[K+].[F:7][C:8]1[CH:13]=[CH:12][CH:11]=[C:10](F)[C:9]=1[N+:15]([O-:17])=[O:16]. The catalyst is CS(C)=O.S(=O)(=O)(O)O. The product is [F:7][C:8]1[C:9]([N+:15]([O-:17])=[O:16])=[C:10]([OH:4])[CH:11]=[CH:12][CH:13]=1. The yield is 0.610. (7) The reactants are C(O)(C(F)(F)F)=O.[F:8][C:9]([F:31])([F:30])[C:10]1[C:11]([N:16]2[CH2:21][CH2:20][CH:19]([NH:22]C(=O)OC(C)(C)C)[CH2:18][CH2:17]2)=[N:12][CH:13]=[CH:14][CH:15]=1. The catalyst is C(Cl)Cl. The product is [F:30][C:9]([F:8])([F:31])[C:10]1[C:11]([N:16]2[CH2:21][CH2:20][CH:19]([NH2:22])[CH2:18][CH2:17]2)=[N:12][CH:13]=[CH:14][CH:15]=1. The yield is 0.570. (8) The reactants are [N:1]1([CH2:7][C:8]2[CH:13]=[CH:12][C:11]([NH:14][C:15]([C:17]3[C:21]([NH2:22])=[CH:20][NH:19][N:18]=3)=[O:16])=[CH:10][CH:9]=2)[CH2:6][CH2:5][O:4][CH2:3][CH2:2]1.Cl[C:24]1[C:25]2[CH:32]=[CH:31][O:30][C:26]=2[N:27]=[CH:28][N:29]=1. No catalyst specified. The product is [N:27]1[C:26]2[O:30][CH:31]=[CH:32][C:25]=2[C:24]([NH:22][C:21]2[C:17]([C:15]([NH:14][C:11]3[CH:12]=[CH:13][C:8]([CH2:7][N:1]4[CH2:6][CH2:5][O:4][CH2:3][CH2:2]4)=[CH:9][CH:10]=3)=[O:16])=[N:18][NH:19][CH:20]=2)=[N:29][CH:28]=1. The yield is 0.279. (9) The reactants are [CH3:1][O:2][C:3](=[O:12])[C:4]1[CH:9]=[CH:8][C:7]([CH:10]=[O:11])=[CH:6][CH:5]=1.C[Si](C)(C)[C:15]([F:18])([F:17])[F:16].Cl.C(=O)(O)[O-].[Na+]. The catalyst is C(OCC)(=O)C.C([O-])(=O)C.[K+].CN(C=O)C. The product is [CH3:1][O:2][C:3](=[O:12])[C:4]1[CH:9]=[CH:8][C:7]([CH:10]([OH:11])[C:15]([F:18])([F:17])[F:16])=[CH:6][CH:5]=1. The yield is 0.950.